Regression. Given two drug SMILES strings and cell line genomic features, predict the synergy score measuring deviation from expected non-interaction effect. From a dataset of NCI-60 drug combinations with 297,098 pairs across 59 cell lines. Drug 1: CCC(=C(C1=CC=CC=C1)C2=CC=C(C=C2)OCCN(C)C)C3=CC=CC=C3.C(C(=O)O)C(CC(=O)O)(C(=O)O)O. Drug 2: C#CCC(CC1=CN=C2C(=N1)C(=NC(=N2)N)N)C3=CC=C(C=C3)C(=O)NC(CCC(=O)O)C(=O)O. Cell line: ACHN. Synergy scores: CSS=52.7, Synergy_ZIP=2.65, Synergy_Bliss=1.27, Synergy_Loewe=-27.4, Synergy_HSA=-0.238.